The task is: Predict the reaction yield, written as a fraction of the theoretical maximum amount of product (1.0 means a 100% yield; for example, 0.34 means a 34% yield).. This data is from Reaction yield outcomes from USPTO patents with 853,638 reactions. The reactants are [N+:1]([C:4]1[CH:8]=[C:7]([C:9]([OH:11])=[O:10])[NH:6][N:5]=1)([O-:3])=[O:2].S(Cl)(Cl)=O.[CH3:16]O. No catalyst specified. The product is [N+:1]([C:4]1[CH:8]=[C:7]([C:9]([O:11][CH3:16])=[O:10])[NH:6][N:5]=1)([O-:3])=[O:2]. The yield is 0.810.